Dataset: Forward reaction prediction with 1.9M reactions from USPTO patents (1976-2016). Task: Predict the product of the given reaction. (1) Given the reactants [CH:1]12[NH:8][CH:5]([CH2:6][CH2:7]1)[CH2:4][CH:3]([NH:9][C:10](=[O:12])[CH3:11])[CH2:2]2.C(N1CCC(NC2[C:36]3[C:31](=[C:32](OC)[CH:33]=[C:34](OC)[CH:35]=3)[C:30]([C:41]3[CH:46]=[CH:45]C(OC)=C[CH:42]=3)=NN=2)CC1)C1C=CC=CC=1.C(=O)([O-])[O-].[K+].[K+].BrCC1C=CC2C(=CC=CC=2)C=1.[OH-].[Na+], predict the reaction product. The product is: [CH:30]1[C:31]2[C:32](=[CH:33][CH:34]=[CH:35][CH:36]=2)[CH:45]=[CH:46][C:41]=1[CH2:42][N:8]1[CH:5]2[CH2:6][CH2:7][CH:1]1[CH2:2][CH:3]([NH:9][C:10](=[O:12])[CH3:11])[CH2:4]2. (2) Given the reactants [N+:1]([C:4]1[CH:9]=[CH:8][C:7]([C:10]2[C:14]([C:15]3[CH:20]=[CH:19][N:18]=[C:17]4[N:21]([S:34]([C:37]5[CH:42]=[CH:41][CH:40]=[CH:39][CH:38]=5)(=[O:36])=[O:35])[C:22]([C:24]5[CH:29]=[CH:28][C:27]([NH:30][C:31](=[O:33])[CH3:32])=[CH:26][CH:25]=5)=[CH:23][C:16]=34)=[CH:13][N:12]([CH2:43][CH3:44])[N:11]=2)=[CH:6][CH:5]=1)([O-])=O.[H][H], predict the reaction product. The product is: [NH2:1][C:4]1[CH:9]=[CH:8][C:7]([C:10]2[C:14]([C:15]3[CH:20]=[CH:19][N:18]=[C:17]4[N:21]([S:34]([C:37]5[CH:38]=[CH:39][CH:40]=[CH:41][CH:42]=5)(=[O:35])=[O:36])[C:22]([C:24]5[CH:25]=[CH:26][C:27]([NH:30][C:31](=[O:33])[CH3:32])=[CH:28][CH:29]=5)=[CH:23][C:16]=34)=[CH:13][N:12]([CH2:43][CH3:44])[N:11]=2)=[CH:6][CH:5]=1. (3) Given the reactants [CH:1]1([CH2:4][O:5][C:6]2[N:11]=[C:10]([C:12]([OH:14])=O)[CH:9]=[N:8][C:7]=2[N:15]2[CH2:18][C:17]([F:20])([F:19])[CH2:16]2)[CH2:3][CH2:2]1.[NH2:21][CH:22]([CH:25]1[CH2:27][CH2:26]1)[CH2:23][OH:24], predict the reaction product. The product is: [CH:25]1([CH:22]([NH:21][C:12]([C:10]2[CH:9]=[N:8][C:7]([N:15]3[CH2:18][C:17]([F:20])([F:19])[CH2:16]3)=[C:6]([O:5][CH2:4][CH:1]3[CH2:2][CH2:3]3)[N:11]=2)=[O:14])[CH2:23][OH:24])[CH2:27][CH2:26]1. (4) Given the reactants [CH3:1][O:2][C:3]1[CH:26]=[CH:25][C:6]([CH2:7][N:8]2[C@H:14]([CH3:15])[C:13]3[CH:16]=[C:17]([C:20](OCC)=[O:21])[CH:18]=[CH:19][C:12]=3[O:11][CH2:10][CH2:9]2)=[CH:5][CH:4]=1.[NH2:27][OH:28].[OH-].[Na+], predict the reaction product. The product is: [OH:28][NH:27][C:20]([C:17]1[CH:18]=[CH:19][C:12]2[O:11][CH2:10][CH2:9][N:8]([CH2:7][C:6]3[CH:25]=[CH:26][C:3]([O:2][CH3:1])=[CH:4][CH:5]=3)[C@H:14]([CH3:15])[C:13]=2[CH:16]=1)=[O:21]. (5) Given the reactants [NH2:1][C:2]1[N:7]=[CH:6][C:5]([OH:8])=[CH:4][CH:3]=1.[CH2:9]([O:11][C:12](=[O:17])[C:13](=O)[CH2:14]Br)[CH3:10], predict the reaction product. The product is: [CH2:9]([O:11][C:12]([C:13]1[N:1]=[C:2]2[CH:3]=[CH:4][C:5]([OH:8])=[CH:6][N:7]2[CH:14]=1)=[O:17])[CH3:10]. (6) Given the reactants [Cr](O[Cr]([O-])(=O)=O)([O-])(=O)=O.[NH+]1C=CC=CC=1.[NH+]1C=CC=CC=1.[C:22]([O:26][C:27]([NH:29][C@H:30]([C:44]([O:46][CH3:47])=[O:45])[CH2:31][C:32]1[CH:33]=[N:34][C:35]([CH2:38][CH2:39][CH2:40][CH:41]([OH:43])[CH3:42])=[CH:36][CH:37]=1)=[O:28])([CH3:25])([CH3:24])[CH3:23], predict the reaction product. The product is: [C:22]([O:26][C:27]([NH:29][C@H:30]([C:44]([O:46][CH3:47])=[O:45])[CH2:31][C:32]1[CH:33]=[N:34][C:35]([CH2:38][CH2:39][CH2:40][C:41](=[O:43])[CH3:42])=[CH:36][CH:37]=1)=[O:28])([CH3:25])([CH3:23])[CH3:24]. (7) Given the reactants [CH2:1]([N:8]([CH2:16][C:17]1[CH:22]=[CH:21][CH:20]=[CH:19][CH:18]=1)[CH:9]1[CH2:14][CH2:13][CH2:12][C:11](=O)[CH2:10]1)[C:2]1[CH:7]=[CH:6][CH:5]=[CH:4][CH:3]=1.Cl.[NH2:24][OH:25].C([O-])(=O)C.[Na+], predict the reaction product. The product is: [CH2:1]([N:8]([CH2:16][C:17]1[CH:22]=[CH:21][CH:20]=[CH:19][CH:18]=1)[CH:9]1[CH2:14][CH2:13][CH2:12][C:11](=[N:24][OH:25])[CH2:10]1)[C:2]1[CH:7]=[CH:6][CH:5]=[CH:4][CH:3]=1. (8) Given the reactants [CH3:1][O:2][C:3](=[O:15])[C:4](O)=[CH:5][C:6](=O)[C:7]1[CH:12]=[CH:11][CH:10]=[CH:9][CH:8]=1.O.[NH2:17][NH2:18], predict the reaction product. The product is: [C:7]1([C:6]2[CH:5]=[C:4]([C:3]([O:2][CH3:1])=[O:15])[NH:18][N:17]=2)[CH:12]=[CH:11][CH:10]=[CH:9][CH:8]=1.